The task is: Predict the reactants needed to synthesize the given product.. This data is from Full USPTO retrosynthesis dataset with 1.9M reactions from patents (1976-2016). (1) Given the product [C:42](=[S:43])([O:41][C:38]1[CH:39]=[CH:40][CH:35]=[CH:36][CH:37]=1)[O:34][C@@H:33]1[C@@H:14]2[O:15][Si:16]([CH:27]([CH3:29])[CH3:28])([CH:30]([CH3:32])[CH3:31])[O:17][Si:18]([CH:24]([CH3:25])[CH3:26])([CH:21]([CH3:22])[CH3:23])[O:19][CH2:20][C@H:13]2[CH2:12][C@H:11]1[N:6]1[CH:5]=[N:4][C:3]2[C:7]1=[N:8][CH:9]=[N:10][C:2]=2[Cl:1], predict the reactants needed to synthesize it. The reactants are: [Cl:1][C:2]1[N:10]=[CH:9][N:8]=[C:7]2[C:3]=1[N:4]=[CH:5][N:6]2[C@H:11]1[C@H:33]([OH:34])[C@@H:14]2[O:15][Si:16]([CH:30]([CH3:32])[CH3:31])([CH:27]([CH3:29])[CH3:28])[O:17][Si:18]([CH:24]([CH3:26])[CH3:25])([CH:21]([CH3:23])[CH3:22])[O:19][CH2:20][C@H:13]2[CH2:12]1.[CH:35]1[CH:40]=[CH:39][C:38]([O:41][C:42](Cl)=[S:43])=[CH:37][CH:36]=1. (2) Given the product [C:1]([O:5][C:6](=[O:22])[NH:7][C:8]1[CH:13]=[CH:12][C:11]([C:14]2[S:15][CH:16]=[CH:17][CH:18]=2)=[CH:10][C:9]=1[NH2:19])([CH3:4])([CH3:2])[CH3:3], predict the reactants needed to synthesize it. The reactants are: [C:1]([O:5][C:6](=[O:22])[NH:7][C:8]1[CH:13]=[CH:12][C:11]([C:14]2[S:15][CH:16]=[CH:17][CH:18]=2)=[CH:10][C:9]=1[N+:19]([O-])=O)([CH3:4])([CH3:3])[CH3:2]. (3) The reactants are: C(OC([N:8](C(OC(C)(C)C)=O)[C:9]1[N:14]=[C:13]([C:15]2[N:16]=[C:17]([N:24]([C:32]3[CH:37]=[CH:36][C:35]([N:38]4[CH2:43][CH2:42][O:41][C@@H](COC(OC(C)(C)C)=O)[CH2:39]4)=[CH:34][CH:33]=3)C(=O)OC(C)(C)C)[C:18]3[N:19]([CH:21]=[CH:22][N:23]=3)[CH:20]=2)[CH:12]=[N:11][CH:10]=1)=O)(C)(C)C.[C:60]([OH:66])([C:62](F)(F)F)=O.[CH2:67](Cl)Cl. Given the product [NH2:8][C:9]1[N:14]=[C:13]([C:15]2[N:16]=[C:17]([NH:24][C:32]3[CH:37]=[CH:36][C:35]([N:38]4[CH2:43][CH2:42][O:41][C@@H:62]([CH2:60][OH:66])[CH2:39]4)=[CH:34][CH:33]=3)[C:18]3[N:19]([CH:21]=[CH:22][N:23]=3)[CH:20]=2)[CH:12]=[N:11][C:10]=1[CH3:67], predict the reactants needed to synthesize it.